This data is from Reaction yield outcomes from USPTO patents with 853,638 reactions. The task is: Predict the reaction yield, written as a fraction of the theoretical maximum amount of product (1.0 means a 100% yield; for example, 0.34 means a 34% yield). (1) The catalyst is O1CCOCC1.O.C1C=CC([P]([Pd]([P](C2C=CC=CC=2)(C2C=CC=CC=2)C2C=CC=CC=2)([P](C2C=CC=CC=2)(C2C=CC=CC=2)C2C=CC=CC=2)[P](C2C=CC=CC=2)(C2C=CC=CC=2)C2C=CC=CC=2)(C2C=CC=CC=2)C2C=CC=CC=2)=CC=1. The reactants are Br[C:2]1[CH:11]=[C:10]2[C:5]([C:6]([Cl:15])=[C:7]([C:12]([NH2:14])=[O:13])[CH:8]=[N:9]2)=[CH:4][CH:3]=1.[CH3:16][C:17]1[C:21](B(O)O)=[C:20]([CH3:25])[O:19][N:18]=1.C(=O)([O-])[O-].[K+].[K+]. The yield is 0.710. The product is [Cl:15][C:6]1[C:5]2[C:10](=[CH:11][C:2]([C:21]3[C:17]([CH3:16])=[N:18][O:19][C:20]=3[CH3:25])=[CH:3][CH:4]=2)[N:9]=[CH:8][C:7]=1[C:12]([NH2:14])=[O:13]. (2) The reactants are [C:1]([O:5][C:6]([NH:8][C@@H:9]([CH2:13][C:14]1[CH2:18][CH2:17][CH2:16][CH:15]=1)[C:10]([OH:12])=[O:11])=[O:7])([CH3:4])([CH3:3])[CH3:2]. The catalyst is CO.[Pd]. The product is [C:1]([O:5][C:6]([NH:8][C@@H:9]([CH2:13][CH:14]1[CH2:15][CH2:16][CH2:17][CH2:18]1)[C:10]([OH:12])=[O:11])=[O:7])([CH3:4])([CH3:2])[CH3:3]. The yield is 0.970. (3) The reactants are [NH:1]([C:8]1[N:9]([C:21]2[CH:26]=[CH:25][CH:24]=[CH:23][CH:22]=2)[C:10]2[C:15]([C:16](=[O:18])[CH:17]=1)=[C:14]([CH3:19])[CH:13]=[C:12](Cl)[N:11]=2)[C:2]1[CH:7]=[CH:6][CH:5]=[CH:4][CH:3]=1.[CH2:27]([Mg]Cl)[C:28]1[CH:33]=[CH:32][CH:31]=[CH:30][CH:29]=1. The product is [NH:1]([C:8]1[N:9]([C:21]2[CH:26]=[CH:25][CH:24]=[CH:23][CH:22]=2)[C:10]2[C:15]([C:16](=[O:18])[CH:17]=1)=[C:14]([CH3:19])[CH:13]=[C:12]([CH2:27][C:28]1[CH:33]=[CH:32][CH:31]=[CH:30][CH:29]=1)[N:11]=2)[C:2]1[CH:7]=[CH:6][CH:5]=[CH:4][CH:3]=1. The catalyst is C1COCC1.Cl[Ni]1(Cl)[P](C2C=CC=CC=2)(C2C=CC=CC=2)CCC[P]1(C1C=CC=CC=1)C1C=CC=CC=1. The yield is 0.410.